This data is from Peptide-MHC class I binding affinity with 185,985 pairs from IEDB/IMGT. The task is: Regression. Given a peptide amino acid sequence and an MHC pseudo amino acid sequence, predict their binding affinity value. This is MHC class I binding data. The peptide sequence is LLPDALLFTL. The MHC is HLA-A02:02 with pseudo-sequence HLA-A02:02. The binding affinity (normalized) is 0.857.